The task is: Predict the product of the given reaction.. This data is from Forward reaction prediction with 1.9M reactions from USPTO patents (1976-2016). (1) Given the reactants [CH3:1][O:2][C:3]1[CH:12]=[CH:11][C:10]2[NH:9][C:8](=[O:13])[C:7]3[S:14][CH:15]=[CH:16][C:6]=3[C:5]=2[C:4]=1[C:17]1[CH:22]=[CH:21][C:20]([C@H:23]([N:25]([CH3:33])[C:26](=[O:32])[O:27][C:28]([CH3:31])([CH3:30])[CH3:29])[CH3:24])=[CH:19][CH:18]=1.C1C(=O)N([Br:41])C(=O)C1, predict the reaction product. The product is: [Br:41][C:11]1[C:10]2[NH:9][C:8](=[O:13])[C:7]3[S:14][CH:15]=[CH:16][C:6]=3[C:5]=2[C:4]([C:17]2[CH:22]=[CH:21][C:20]([C@H:23]([N:25]([CH3:33])[C:26](=[O:32])[O:27][C:28]([CH3:29])([CH3:31])[CH3:30])[CH3:24])=[CH:19][CH:18]=2)=[C:3]([O:2][CH3:1])[CH:12]=1. (2) Given the reactants FC(F)(F)C(O)=O.[CH3:8][O:9][C:10]1[C:18]2[N:17]=[C:16]([CH2:19][O:20][C:21]3[CH:26]=[CH:25][C:24]([Cl:27])=[CH:23][CH:22]=3)[N:15]([CH2:28][CH2:29][CH2:30][CH:31]3[CH2:36][CH2:35][NH:34][CH2:33][CH2:32]3)[C:14]=2[CH:13]=[CH:12][CH:11]=1.C(=O)([O-])[O-].[K+].[K+].[C:43]1([CH2:49][CH2:50][CH2:51]Br)[CH:48]=[CH:47][CH:46]=[CH:45][CH:44]=1, predict the reaction product. The product is: [CH3:8][O:9][C:10]1[C:18]2[N:17]=[C:16]([CH2:19][O:20][C:21]3[CH:26]=[CH:25][C:24]([Cl:27])=[CH:23][CH:22]=3)[N:15]([CH2:28][CH2:29][CH2:30][CH:31]3[CH2:32][CH2:33][N:34]([CH2:51][CH2:50][CH2:49][C:43]4[CH:48]=[CH:47][CH:46]=[CH:45][CH:44]=4)[CH2:35][CH2:36]3)[C:14]=2[CH:13]=[CH:12][CH:11]=1. (3) Given the reactants [CH3:1][O:2][CH2:3][C:4]1[NH:8][C:7]2[CH:9]=[CH:10][C:11]([N+:13]([O-:15])=[O:14])=[CH:12][C:6]=2[N:5]=1.[CH3:16][C:17]1[CH:22]=[CH:21][C:20]([S:23](Cl)(=[O:25])=[O:24])=[CH:19][CH:18]=1.CC(C)([O-])C.[Na+].O, predict the reaction product. The product is: [CH3:1][O:2][CH2:3][C:4]1[N:8]([S:23]([C:20]2[CH:21]=[CH:22][C:17]([CH3:16])=[CH:18][CH:19]=2)(=[O:25])=[O:24])[C:7]2[CH:9]=[CH:10][C:11]([N+:13]([O-:15])=[O:14])=[CH:12][C:6]=2[N:5]=1. (4) Given the reactants [F:1][C:2]([F:26])([F:25])[C:3]1[CH:4]=[C:5]([CH:22]=[CH:23][CH:24]=1)[CH2:6][NH:7][C:8]1[C:17]2[C:12](=[C:13]([C:18]([O:20]C)=[O:19])[CH:14]=[CH:15][CH:16]=2)[N:11]=[CH:10][N:9]=1.[OH-].[Na+], predict the reaction product. The product is: [F:26][C:2]([F:1])([F:25])[C:3]1[CH:4]=[C:5]([CH:22]=[CH:23][CH:24]=1)[CH2:6][NH:7][C:8]1[C:17]2[C:12](=[C:13]([C:18]([OH:20])=[O:19])[CH:14]=[CH:15][CH:16]=2)[N:11]=[CH:10][N:9]=1. (5) Given the reactants [Si](OCC1ON=C([C@@H]2CCCN2C(=O)C(F)(F)C2(O)CC(C)(C)CC(C)(C)C2)C=1)(C(C)(C)C)(C1C=CC=CC=1)C1C=CC=CC=1.[Si]([O:63][CH2:64][C:65]1[O:69][C:68]([C@@H:70]2[CH2:74][CH2:73][CH2:72][N:71]2[C:75](=[O:90])[C:76]([F:89])([F:88])[C:77]2([OH:87])[CH2:82][C:81]([CH3:84])([CH3:83])[CH2:80][C:79]([CH3:86])([CH3:85])[CH2:78]2)=[N:67][N:66]=1)(C(C)(C)C)(C1C=CC=CC=1)C1C=CC=CC=1, predict the reaction product. The product is: [F:89][C:76]([F:88])([C:77]1([OH:87])[CH2:78][C:79]([CH3:86])([CH3:85])[CH2:80][C:81]([CH3:84])([CH3:83])[CH2:82]1)[C:75]([N:71]1[CH2:72][CH2:73][CH2:74][C@H:70]1[C:68]1[O:69][C:65]([CH2:64][OH:63])=[N:66][N:67]=1)=[O:90].